Dataset: Reaction yield outcomes from USPTO patents with 853,638 reactions. Task: Predict the reaction yield, written as a fraction of the theoretical maximum amount of product (1.0 means a 100% yield; for example, 0.34 means a 34% yield). (1) The reactants are [OH:1][C:2]([C:10](=[O:28])[NH:11][C@@H:12]1[C:18](=[O:19])[NH:17][C:16]2[CH:20]=[CH:21][CH:22]=[CH:23][C:15]=2[C:14]2[CH:24]=[CH:25][CH:26]=[CH:27][C:13]1=2)([CH2:6][CH:7]([CH3:9])[CH3:8])[C:3](O)=[O:4].[CH:29]1([CH2:32]N)[CH2:31][CH2:30]1.C([N:36](CC)CC)C.F[P-](F)(F)(F)(F)F.N1(OC(N(C)C)=[N+](C)C)C2C=CC=CC=2N=N1. The catalyst is CN(C)C=O. The product is [CH:29]1([CH2:32][N:11]([C@@H:12]2[C:18](=[O:19])[NH:17][C:16]3[CH:20]=[CH:21][CH:22]=[CH:23][C:15]=3[C:14]3[CH:24]=[CH:25][CH:26]=[CH:27][C:13]2=3)[C:10](=[O:28])[C:2]([OH:1])([CH2:6][CH:7]([CH3:9])[CH3:8])[C:3]([NH2:36])=[O:4])[CH2:31][CH2:30]1. The yield is 0.180. (2) The reactants are [C:1](Cl)(=[O:5])[C:2](Cl)=O.[Br:7][C:8]1[CH:9]=[C:10]([NH:15][C:16]2[C:17]3[CH:25]=[C:24]([NH2:26])[N:23]=[CH:22][C:18]=3[N:19]=[CH:20][N:21]=2)[CH:11]=[CH:12][C:13]=1[F:14].[CH2:27]([N:29]([CH2:32]C)[CH2:30]C)[CH3:28].BrC/C=C/C(O)=O.N(C)C.C(=O)([O-])[O-].[Na+].[Na+]. The catalyst is ClCCl.C1COCC1.CC(N(C)C)=O. The product is [Br:7][C:8]1[CH:9]=[C:10]([CH:11]=[CH:12][C:13]=1[F:14])[NH:15][C:16]1[C:17]2[CH:25]=[C:24]([NH:26][C:1](=[O:5])/[CH:2]=[CH:28]/[CH2:27][N:29]([CH3:32])[CH3:30])[N:23]=[CH:22][C:18]=2[N:19]=[CH:20][N:21]=1. The yield is 0.450.